From a dataset of Full USPTO retrosynthesis dataset with 1.9M reactions from patents (1976-2016). Predict the reactants needed to synthesize the given product. (1) Given the product [F:6][C:7]1[CH:12]=[CH:11][C:10]([C:13]2[CH:14]=[CH:15][C:16]3[N:17]([C:19]([S:22][C:23]4[CH:41]=[CH:40][C:26]5[N:27]=[C:28]([NH:30][C:31]([NH:5][CH2:4][CH2:3][O:2][CH3:1])=[O:32])[S:29][C:25]=5[CH:24]=4)=[CH:20][N:21]=3)[CH:18]=2)=[CH:9][CH:8]=1, predict the reactants needed to synthesize it. The reactants are: [CH3:1][O:2][CH2:3][CH2:4][NH2:5].[F:6][C:7]1[CH:12]=[CH:11][C:10]([C:13]2[CH:14]=[CH:15][C:16]3[N:17]([C:19]([S:22][C:23]4[CH:41]=[CH:40][C:26]5[N:27]=[C:28]([NH:30][C:31](=O)[O:32]C6C=CC=CC=6)[S:29][C:25]=5[CH:24]=4)=[CH:20][N:21]=3)[CH:18]=2)=[CH:9][CH:8]=1. (2) Given the product [C:1]([C:5]1[CH:6]=[C:7]([NH:35][S:36]([CH3:39])(=[O:37])=[O:38])[C:8]([O:33][CH3:34])=[C:9]([NH:11][C:12]([C:14]2[S:18][C:17]3[C:19]([NH:23][C:24](=[O:32])[C:25]4[CH:30]=[CH:29][C:28]([NH:52][CH:49]5[CH2:51][CH2:50]5)=[N:27][CH:26]=4)=[CH:20][CH:21]=[CH:22][C:16]=3[CH:15]=2)=[O:13])[CH:10]=1)([CH3:2])([CH3:4])[CH3:3], predict the reactants needed to synthesize it. The reactants are: [C:1]([C:5]1[CH:6]=[C:7]([N:35](C(C2C=NC(Cl)=CC=2)=O)[S:36]([CH3:39])(=[O:38])=[O:37])[C:8]([O:33][CH3:34])=[C:9]([NH:11][C:12]([C:14]2[S:18][C:17]3[C:19]([NH:23][C:24](=[O:32])[C:25]4[CH:30]=[CH:29][C:28](Cl)=[N:27][CH:26]=4)=[CH:20][CH:21]=[CH:22][C:16]=3[CH:15]=2)=[O:13])[CH:10]=1)([CH3:4])([CH3:3])[CH3:2].[CH:49]1([NH2:52])[CH2:51][CH2:50]1. (3) Given the product [CH:2]1([CH2:5][NH:6][C@@H:7]2[CH2:9][C@H:8]2[C:10]2[CH:11]=[C:12]([CH:22]=[CH:23][CH:24]=2)[C:13]([NH:15][C:16]2[S:17][C:18]([CH3:21])=[N:19][N:20]=2)=[O:14])[CH2:4][CH2:3]1, predict the reactants needed to synthesize it. The reactants are: Cl.[CH:2]1([CH2:5][NH:6][C@@H:7]2[CH2:9][C@H:8]2[C:10]2[CH:11]=[C:12]([CH:22]=[CH:23][CH:24]=2)[C:13]([NH:15][C:16]2[S:17][C:18]([CH3:21])=[N:19][N:20]=2)=[O:14])[CH2:4][CH2:3]1.C(=O)([O-])O.[Na+].